This data is from Full USPTO retrosynthesis dataset with 1.9M reactions from patents (1976-2016). The task is: Predict the reactants needed to synthesize the given product. Given the product [O:11]=[C:6]1[CH2:5][C:4]2[C:8](=[CH:9][CH:10]=[C:2]([NH:1][C:19]([CH2:21][O:22][C:23](=[O:25])[CH3:24])=[O:20])[CH:3]=2)[NH:7]1, predict the reactants needed to synthesize it. The reactants are: [NH2:1][C:2]1[CH:3]=[C:4]2[C:8](=[CH:9][CH:10]=1)[NH:7][C:6](=[O:11])[CH2:5]2.N1C=CC=CC=1.Cl[C:19]([CH2:21][O:22][C:23](=[O:25])[CH3:24])=[O:20].